Task: Predict which catalyst facilitates the given reaction.. Dataset: Catalyst prediction with 721,799 reactions and 888 catalyst types from USPTO (1) Reactant: [CH3:1][CH:2]([O:4][C:5]1[NH:6][C:7]([NH2:16])=[C:8]2[C:12]([N:13]=1)=[N:11][C:10]([O:14][CH3:15])=[N:9]2)[CH3:3].C(=O)([O-])[O-].[K+].[K+].Br[CH2:24][CH2:25][CH2:26][CH2:27][CH:28]1[CH2:33][CH2:32][N:31]([C:34]([O:36][C:37]([CH3:40])([CH3:39])[CH3:38])=[O:35])[CH2:30][CH2:29]1. Product: [NH2:16][C:7]1[N:6]=[C:5]([O:4][CH:2]([CH3:1])[CH3:3])[N:13]=[C:12]2[C:8]=1[N:9]=[C:10]([O:14][CH3:15])[N:11]2[CH2:24][CH2:25][CH2:26][CH2:27][CH:28]1[CH2:29][CH2:30][N:31]([C:34]([O:36][C:37]([CH3:38])([CH3:40])[CH3:39])=[O:35])[CH2:32][CH2:33]1. The catalyst class is: 174. (2) Reactant: C([O:5][N:6]=[C:7]1[C:16]2[C:11](=[CH:12][CH:13]=[C:14]([Br:17])[CH:15]=2)[O:10][C:9]([C:18]2[N:19]=[CH:20][C:21]3[C:26]([CH:27]=2)=[CH:25][CH:24]=[CH:23][CH:22]=3)=[CH:8]1)(C)(C)C. Product: [Br:17][C:14]1[CH:15]=[C:16]2[C:11](=[CH:12][CH:13]=1)[O:10][C:9]([C:18]1[N:19]=[CH:20][C:21]3[C:26]([CH:27]=1)=[CH:25][CH:24]=[CH:23][CH:22]=3)=[CH:8][C:7]2=[N:6][OH:5]. The catalyst class is: 528. (3) Reactant: [NH2:1][CH2:2][C:3]([C:5]1[CH:10]=[CH:9][C:8]([F:11])=[CH:7][CH:6]=1)=[O:4].[BH4-].[Na+]. Product: [NH2:1][CH2:2][CH:3]([C:5]1[CH:10]=[CH:9][C:8]([F:11])=[CH:7][CH:6]=1)[OH:4]. The catalyst class is: 5.